Task: Binary Classification. Given a T-cell receptor sequence (or CDR3 region) and an epitope sequence, predict whether binding occurs between them.. Dataset: TCR-epitope binding with 47,182 pairs between 192 epitopes and 23,139 TCRs (1) The epitope is GLIYNRMGAVTTEV. The TCR CDR3 sequence is CASSQLAGGTSTDTQYF. Result: 1 (the TCR binds to the epitope). (2) The epitope is TPINLVRDL. The TCR CDR3 sequence is CASSSTTSGGELFF. Result: 1 (the TCR binds to the epitope).